This data is from Catalyst prediction with 721,799 reactions and 888 catalyst types from USPTO. The task is: Predict which catalyst facilitates the given reaction. (1) Reactant: [CH3:1][O:2][C:3]([C:5]1[CH:13]=[C:12]2[C:8]([C:9]([C:16]([OH:18])=O)=[CH:10][N:11]2[CH2:14][CH3:15])=[CH:7][CH:6]=1)=[O:4].C(Cl)Cl.C(Cl)(=O)C(Cl)=O.[NH4+:28].[OH-]. Product: [CH3:1][O:2][C:3]([C:5]1[CH:13]=[C:12]2[C:8]([C:9]([C:16]([NH2:28])=[O:18])=[CH:10][N:11]2[CH2:14][CH3:15])=[CH:7][CH:6]=1)=[O:4]. The catalyst class is: 3. (2) Reactant: [CH:1]([C:3]1[CH:8]=[CH:7][C:6]([N:9]2[CH:13]=[N:12][CH:11]=[N:10]2)=[CH:5][CH:4]=1)=[CH2:2].[Li][CH2:15]CCC.CI. Product: [CH3:15][C:13]1[N:9]([C:6]2[CH:5]=[CH:4][C:3]([CH:1]=[CH2:2])=[CH:8][CH:7]=2)[N:10]=[CH:11][N:12]=1. The catalyst class is: 1.